This data is from Full USPTO retrosynthesis dataset with 1.9M reactions from patents (1976-2016). The task is: Predict the reactants needed to synthesize the given product. Given the product [Cl:11][C:12]1[CH:13]=[CH:14][C:15]2[N:21]([CH2:22][C:23]([CH3:24])([CH3:26])[CH3:25])[C:20](=[O:27])[C@@H:19]([CH2:28][C:29](=[N:9][OH:10])[NH2:30])[O:18][C@H:17]([C:31]3[CH:36]=[CH:35][CH:34]=[C:33]([O:37][CH3:38])[C:32]=3[O:39][CH3:40])[C:16]=2[CH:41]=1, predict the reactants needed to synthesize it. The reactants are: C(N(CC)CC)C.Cl.[NH2:9][OH:10].[Cl:11][C:12]1[CH:13]=[CH:14][C:15]2[N:21]([CH2:22][C:23]([CH3:26])([CH3:25])[CH3:24])[C:20](=[O:27])[C@@H:19]([CH2:28][C:29]#[N:30])[O:18][C@H:17]([C:31]3[CH:36]=[CH:35][CH:34]=[C:33]([O:37][CH3:38])[C:32]=3[O:39][CH3:40])[C:16]=2[CH:41]=1.